This data is from Full USPTO retrosynthesis dataset with 1.9M reactions from patents (1976-2016). The task is: Predict the reactants needed to synthesize the given product. (1) Given the product [Br:1][C:2]1[CH:11]=[C:10]2[C:5]([N:6]=[CH:7][C:8]([N:16]3[CH2:15][CH2:14][N:13]([C:19]([O:21][C:22]([CH3:25])([CH3:24])[CH3:23])=[O:20])[CH2:18][CH2:17]3)=[N:9]2)=[CH:4][CH:3]=1, predict the reactants needed to synthesize it. The reactants are: [Br:1][C:2]1[CH:11]=[C:10]2[C:5]([N:6]=[CH:7][C:8](Cl)=[N:9]2)=[CH:4][CH:3]=1.[N:13]1([C:19]([O:21][C:22]([CH3:25])([CH3:24])[CH3:23])=[O:20])[CH2:18][CH2:17][NH:16][CH2:15][CH2:14]1.C([O-])([O-])=O.[K+].[K+]. (2) Given the product [CH2:1]([N:3]1[C:12]2[C:7](=[CH:8][C:9]([F:28])=[C:10]([N:13]3[CH2:14][CH2:15][N:16]([CH2:19][C:20](=[N:34][OH:35])[C:22]4[CH:27]=[CH:26][CH:25]=[CH:24][CH:23]=4)[CH2:17][CH2:18]3)[CH:11]=2)[C:6](=[O:29])[C:5]([C:30]([OH:32])=[O:31])=[CH:4]1)[CH3:2], predict the reactants needed to synthesize it. The reactants are: [CH2:1]([N:3]1[C:12]2[C:7](=[CH:8][C:9]([F:28])=[C:10]([N:13]3[CH2:18][CH2:17][N:16]([CH2:19][C:20]([C:22]4[CH:27]=[CH:26][CH:25]=[CH:24][CH:23]=4)=O)[CH2:15][CH2:14]3)[CH:11]=2)[C:6](=[O:29])[C:5]([C:30]([OH:32])=[O:31])=[CH:4]1)[CH3:2].Cl.[NH2:34][OH:35].C(=O)(O)[O-].[Na+].C(Cl)Cl.